Task: Regression. Given a peptide amino acid sequence and an MHC pseudo amino acid sequence, predict their binding affinity value. This is MHC class I binding data.. Dataset: Peptide-MHC class I binding affinity with 185,985 pairs from IEDB/IMGT (1) The peptide sequence is HTSALSLGY. The MHC is HLA-A29:02 with pseudo-sequence HLA-A29:02. The binding affinity (normalized) is 1.00. (2) The peptide sequence is LLFRSIISI. The MHC is HLA-A26:01 with pseudo-sequence HLA-A26:01. The binding affinity (normalized) is 0.0847. (3) The peptide sequence is KTTARHLGH. The MHC is HLA-B39:01 with pseudo-sequence HLA-B39:01. The binding affinity (normalized) is 0.0847.